Dataset: Full USPTO retrosynthesis dataset with 1.9M reactions from patents (1976-2016). Task: Predict the reactants needed to synthesize the given product. (1) Given the product [N:16]1[CH:1]([CH:3]2[CH2:8][O:7][CH2:6][CH2:5][N:4]2[C:9]([O:11][C:12]([CH3:15])([CH3:14])[CH3:13])=[O:10])[N:2]=[N:18][N:17]=1, predict the reactants needed to synthesize it. The reactants are: [C:1]([CH:3]1[CH2:8][O:7][CH2:6][CH2:5][N:4]1[C:9]([O:11][C:12]([CH3:15])([CH3:14])[CH3:13])=[O:10])#[N:2].[N-:16]=[N+:17]=[N-:18].[Na+].[Cl-].[NH4+]. (2) Given the product [Cl:1][C:2]1[CH:7]=[CH:6][CH:5]=[CH:4][C:3]=1[N:8]1[C:12]([C:13]2[CH:18]=[CH:17][C:16]([S:19]([CH3:22])(=[O:21])=[O:20])=[CH:15][N:14]=2)=[N:11][N:10]=[C:9]1/[CH:23]=[CH:24]/[C:25]1[O:38][C:29]([C:30]2[CH:31]=[CH:32][C:33]([C:36]#[N:37])=[CH:34][CH:35]=2)=[N:28][N:27]=1, predict the reactants needed to synthesize it. The reactants are: [Cl:1][C:2]1[CH:7]=[CH:6][CH:5]=[CH:4][C:3]=1[N:8]1[C:12]([C:13]2[CH:18]=[CH:17][C:16]([S:19]([CH3:22])(=[O:21])=[O:20])=[CH:15][N:14]=2)=[N:11][N:10]=[C:9]1/[CH:23]=[CH:24]/[C:25]([NH:27][NH:28][C:29](=[O:38])[C:30]1[CH:35]=[CH:34][C:33]([C:36]#[N:37])=[CH:32][CH:31]=1)=O.C1(P(C2C=CC=CC=2)C2C=CC=CC=2)C=CC=CC=1.C(Br)(Br)(Br)Br.C(N(CC)CC)C. (3) Given the product [Br:8][C:5]1[N:4]=[C:3]([O:9][CH3:10])[C:2]([NH:1][NH2:12])=[CH:7][CH:6]=1, predict the reactants needed to synthesize it. The reactants are: [NH2:1][C:2]1[C:3]([O:9][CH3:10])=[N:4][C:5]([Br:8])=[CH:6][CH:7]=1.Cl.[N:12]([O-])=O.[Na+].[Sn](Cl)Cl.[OH-].[Na+].